Dataset: Forward reaction prediction with 1.9M reactions from USPTO patents (1976-2016). Task: Predict the product of the given reaction. (1) The product is: [C:27]([C:24]1[CH:25]=[CH:26][C:21]([F:20])=[CH:22][C:23]=1[O:1][CH:2]1[CH2:3][CH2:4][N:5]([C:8](=[O:19])[CH2:9][O:10][C:11]2[C:12](=[O:18])[N:13]([CH3:17])[N:14]=[CH:15][CH:16]=2)[CH2:6][CH2:7]1)(=[O:29])[CH3:28]. Given the reactants [OH:1][CH:2]1[CH2:7][CH2:6][N:5]([C:8](=[O:19])[CH2:9][O:10][C:11]2[C:12](=[O:18])[N:13]([CH3:17])[N:14]=[CH:15][CH:16]=2)[CH2:4][CH2:3]1.[F:20][C:21]1[CH:26]=[CH:25][C:24]([C:27](=[O:29])[CH3:28])=[C:23](O)[CH:22]=1, predict the reaction product. (2) Given the reactants C[O:2][C:3]([C:5]1[S:12][C:11]2[C:10]([CH:13]3[CH2:18][CH2:17][CH2:16][CH2:15][CH2:14]3)=[C:9]([C:19]3[CH:20]=[C:21]4[C:26](=[CH:27][CH:28]=3)[N:25]=[C:24]([C:29]3[CH:34]=[CH:33][CH:32]=[CH:31][C:30]=3[F:35])[CH:23]=[CH:22]4)[NH:8][C:7]=2[CH:6]=1)=[O:4].[H-].[Na+].Cl[CH2:39][C:40]([N:42]1[CH2:47][CH2:46][O:45][CH2:44][CH2:43]1)=[O:41].[Li+].[OH-].Cl, predict the reaction product. The product is: [CH:13]1([C:10]2[C:11]3[S:12][C:5]([C:3]([OH:2])=[O:4])=[CH:6][C:7]=3[N:8]([CH2:39][C:40]([N:42]3[CH2:47][CH2:46][O:45][CH2:44][CH2:43]3)=[O:41])[C:9]=2[C:19]2[CH:20]=[C:21]3[C:26](=[CH:27][CH:28]=2)[N:25]=[C:24]([C:29]2[CH:34]=[CH:33][CH:32]=[CH:31][C:30]=2[F:35])[CH:23]=[CH:22]3)[CH2:14][CH2:15][CH2:16][CH2:17][CH2:18]1. (3) Given the reactants [CH:1]([C:3]1[CH:8]=[CH:7][C:6]([N:9]=[C:10]2[S:14][CH2:13][C:12]3([CH2:18][CH2:17][CH2:16][CH2:15]3)[N:11]2[CH:19]2[CH2:23][CH2:22][CH2:21][CH2:20]2)=[C:5]([CH2:24][CH3:25])[CH:4]=1)=O.[C:26](#[N:30])[CH2:27][C:28]#[N:29], predict the reaction product. The product is: [CH2:24]([C:5]1[CH:4]=[C:3]([CH:1]=[C:27]([C:26]#[N:30])[C:28]#[N:29])[CH:8]=[CH:7][C:6]=1[N:9]=[C:10]1[S:14][CH2:13][C:12]2([CH2:15][CH2:16][CH2:17][CH2:18]2)[N:11]1[CH:19]1[CH2:23][CH2:22][CH2:21][CH2:20]1)[CH3:25]. (4) Given the reactants C(OC(=O)[NH:7][C@H:8]1[CH2:12][CH2:11][C@H:10]([O:13][C:14]2[CH:19]=[C:18]([F:20])[CH:17]=[CH:16][C:15]=2[N+:21]([O-:23])=[O:22])[CH2:9]1)(C)(C)C.[C:25]([OH:31])([C:27]([F:30])([F:29])[F:28])=[O:26], predict the reaction product. The product is: [F:28][C:27]([F:30])([F:29])[C:25]([OH:31])=[O:26].[F:20][C:18]1[CH:17]=[CH:16][C:15]([N+:21]([O-:23])=[O:22])=[C:14]([CH:19]=1)[O:13][C@H:10]1[CH2:11][CH2:12][C@H:8]([NH2:7])[CH2:9]1.